From a dataset of Full USPTO retrosynthesis dataset with 1.9M reactions from patents (1976-2016). Predict the reactants needed to synthesize the given product. (1) Given the product [OH:18][CH:19]1[CH2:22][N:21]([C:23]2[S:24][CH:25]=[C:26]([C:28]([N:30]3[CH2:31][CH:32]([NH:34][C:35]([O:37][CH2:38][C:39]4[CH:44]=[CH:43][C:42]([N+:45]([O-:47])=[O:46])=[CH:41][CH:40]=4)=[O:36])[CH2:33]3)=[O:29])[N:27]=2)[CH2:20]1, predict the reactants needed to synthesize it. The reactants are: [Si]([O:18][CH:19]1[CH2:22][N:21]([C:23]2[S:24][CH:25]=[C:26]([C:28]([N:30]3[CH2:33][CH:32]([NH:34][C:35]([O:37][CH2:38][C:39]4[CH:44]=[CH:43][C:42]([N+:45]([O-:47])=[O:46])=[CH:41][CH:40]=4)=[O:36])[CH2:31]3)=[O:29])[N:27]=2)[CH2:20]1)(C(C)(C)C)(C1C=CC=CC=1)C1C=CC=CC=1.C(O)(=O)C.[F-].C([N+](CCCC)(CCCC)CCCC)CCC. (2) Given the product [F:15][C:16]([F:21])([F:20])[C@@H:17]([OH:18])[CH2:19][N:11]1[CH2:12][CH2:13][CH2:14][C@@H:9]([C:5]2[CH:6]=[CH:7][CH:8]=[C:3]([O:2][CH3:1])[CH:4]=2)[CH2:10]1, predict the reactants needed to synthesize it. The reactants are: [CH3:1][O:2][C:3]1[CH:4]=[C:5]([C@@H:9]2[CH2:14][CH2:13][CH2:12][NH:11][CH2:10]2)[CH:6]=[CH:7][CH:8]=1.[F:15][C:16]([F:21])([F:20])[C@@H:17]1[CH2:19][O:18]1.